From a dataset of Forward reaction prediction with 1.9M reactions from USPTO patents (1976-2016). Predict the product of the given reaction. Given the reactants [C:1]([NH:4][C:5]1[N:9]([C:10]2[CH:15]=[C:14]([S:16][CH2:17][C:18]([F:21])([F:20])[F:19])[C:13]([CH3:22])=[CH:12][C:11]=2[F:23])[N:8]=[C:7]([OH:24])[CH:6]=1)(=[O:3])[CH3:2].C(=O)([O-])[O-].[K+].[K+].[F:31][C:32]([F:55])([F:54])[C:33]([F:53])([F:52])[C:34](F)(F)C(F)(F)S(O[CH2:34][C:33]([F:53])([F:52])[C:32]([F:55])([F:54])[F:31])(=O)=O, predict the reaction product. The product is: [C:1]([NH:4][C:5]1[N:9]([C:10]2[CH:15]=[C:14]([S:16][CH2:17][C:18]([F:19])([F:20])[F:21])[C:13]([CH3:22])=[CH:12][C:11]=2[F:23])[N:8]=[C:7]([O:24][CH2:34][C:33]([F:53])([F:52])[C:32]([F:55])([F:54])[F:31])[CH:6]=1)(=[O:3])[CH3:2].